This data is from Forward reaction prediction with 1.9M reactions from USPTO patents (1976-2016). The task is: Predict the product of the given reaction. (1) Given the reactants [CH2:1]=[CH:2]C1C=CC=CC=1.C([O:13][CH2:14][CH:15](CC)[CH2:16][CH2:17][CH2:18][CH3:19])(=O)C=C.[C:22]([OH:26])(=O)[CH:23]=[CH2:24].[C:33](OO[C:33]([CH3:36])([CH3:35])[CH3:34])([CH3:36])([CH3:35])[CH3:34], predict the reaction product. The product is: [OH:13][C:14]1[CH:15]=[CH:16][C:17]([C:33]([C:34]2[CH:24]=[CH:23][C:22]([OH:26])=[CH:2][CH:1]=2)([CH3:35])[CH3:36])=[CH:18][CH:19]=1. (2) Given the reactants [C:1]1([N:7]2[C:12](=[O:13])[C:11]3[S:14][CH:15]=[C:16]([C:17]4[CH:22]=[CH:21][CH:20]=[CH:19][CH:18]=4)[C:10]=3[N:9]=[CH:8]2)C=C[CH:4]=[CH:3][CH:2]=1.NC1C(C2C=CC=CC=2[F:35])=CSC=1C(OC)=O.C(OCC)(OCC)OCC.C(N)CCC, predict the reaction product. The product is: [CH2:1]([N:7]1[C:12](=[O:13])[C:11]2[S:14][CH:15]=[C:16]([C:17]3[CH:22]=[CH:21][CH:20]=[CH:19][C:18]=3[F:35])[C:10]=2[N:9]=[CH:8]1)[CH2:2][CH2:3][CH3:4].